From a dataset of Full USPTO retrosynthesis dataset with 1.9M reactions from patents (1976-2016). Predict the reactants needed to synthesize the given product. (1) The reactants are: [Br:1][C:2]1[CH:3]=[C:4]2[C:9](=[CH:10][CH:11]=1)[NH:8][C:7](=O)[CH:6]=[C:5]2[C:13]1[CH:14]=[N:15][CH:16]=[CH:17][CH:18]=1.P(Cl)(Cl)([Cl:21])=O. Given the product [ClH:21].[Br:1][C:2]1[CH:3]=[C:4]2[C:9](=[CH:10][CH:11]=1)[N:8]=[C:7]([Cl:21])[CH:6]=[C:5]2[C:13]1[CH:14]=[N:15][CH:16]=[CH:17][CH:18]=1, predict the reactants needed to synthesize it. (2) Given the product [CH3:7][N:6]1[C:2]([OH:1])=[C:3]([C:9](=[N:20][O:19][C:13]2[CH:18]=[CH:17][CH:16]=[CH:15][CH:14]=2)[CH3:10])[C:4]([CH3:8])=[N:5]1, predict the reactants needed to synthesize it. The reactants are: [OH:1][C:2]1[N:6]([CH3:7])[N:5]=[C:4]([CH3:8])[C:3]=1[C:9](=O)[CH3:10].Cl.[C:13]1([O:19][NH2:20])[CH:18]=[CH:17][CH:16]=[CH:15][CH:14]=1. (3) The reactants are: [CH3:1][N:2]1[C:6]([C:7]2[CH:12]=[CH:11][CH:10]=[CH:9][CH:8]=2)=[C:5]([CH3:13])[S:4][C:3]1=S.C1(C)C=CC(S(OC)(=O)=O)=CC=1.C1(OC)C=CC=CC=1.[CH2:35]([N:42]1[C:46](=[O:47])[CH2:45][S:44][C:43]1=[N:48][C:49]1[CH:50]=[C:51]([CH:54]=[CH:55][C:56]=1[NH:57][CH2:58][CH3:59])[C:52]#[N:53])[C:36]1[CH:41]=[CH:40][CH:39]=[CH:38][CH:37]=1. Given the product [CH2:35]([N:42]1[C:46](=[O:47])[C:45](=[C:3]2[N:2]([CH3:1])[C:6]([C:7]3[CH:12]=[CH:11][CH:10]=[CH:9][CH:8]=3)=[C:5]([CH3:13])[S:4]2)[S:44][C:43]1=[N:48][C:49]1[CH:50]=[C:51]([CH:54]=[CH:55][C:56]=1[NH:57][CH2:58][CH3:59])[C:52]#[N:53])[C:36]1[CH:41]=[CH:40][CH:39]=[CH:38][CH:37]=1, predict the reactants needed to synthesize it. (4) Given the product [CH3:14][C:13]1[C:4]([N+:1]([O-:3])=[O:2])=[C:5]2[C:10](=[CH:11][CH:12]=1)[C:9](=[O:22])[O:8][CH:7]=[CH:6]2, predict the reactants needed to synthesize it. The reactants are: [N+:1]([C:4]1[C:13]([CH2:14]C(OC(C)(C)C)=O)=[CH:12][CH:11]=[C:10]2[C:5]=1[CH:6]=[CH:7][O:8][C:9]2=[O:22])([O-:3])=[O:2].FC(F)(F)C(O)=O.N1C2C(=CC=CC=2)C=CC=1. (5) Given the product [F:1][C:2]1[CH:11]=[C:10]([F:12])[CH:9]=[C:8]2[C:3]=1[CH:4]=[CH:5][C:6](=[O:13])[N:7]2[CH2:21][CH2:22][N:23]1[CH2:28][CH2:27][CH:26]([NH:29][C:30](=[O:31])[O:32][C:33]([CH3:36])([CH3:35])[CH3:34])[CH2:25][CH2:24]1, predict the reactants needed to synthesize it. The reactants are: [F:1][C:2]1[CH:11]=[C:10]([F:12])[CH:9]=[C:8]2[C:3]=1[CH:4]=[CH:5][C:6](=[O:13])[NH:7]2.[H-].[Na+].CS(O[CH2:21][CH2:22][N:23]1[CH2:28][CH2:27][CH:26]([NH:29][C:30]([O:32][C:33]([CH3:36])([CH3:35])[CH3:34])=[O:31])[CH2:25][CH2:24]1)(=O)=O.FC1C(F)=C2C(C=CC(=O)N2CCN2CCC(NC(=O)OC(C)(C)C)CC2)=CC=1.